From a dataset of Catalyst prediction with 721,799 reactions and 888 catalyst types from USPTO. Predict which catalyst facilitates the given reaction. (1) Reactant: [CH3:1][C:2]1([CH3:33])[CH2:31][C:6]2[C:7]([C:16]3[CH:21]=[CH:20][N:19]=[C:18]([C:22]4[CH:23]=[C:24]([CH:28]=[CH:29][CH:30]=4)[C:25](O)=[O:26])[CH:17]=3)=[C:8]([N:10]3[CH2:15][CH2:14][O:13][CH2:12][CH2:11]3)[S:9][C:5]=2[C:4](=[O:32])[CH2:3]1.C(N(CC)CC)C.C(Cl)CCl.ON1C2C=CC=CC=2N=N1.C(O[C:60]([NH:62][C@@H:63]1[CH2:67][CH2:66][NH:65][CH2:64]1)=O)(C)(C)C.[H-].[Na+].IC. Product: [CH3:1][C:2]1([CH3:33])[CH2:31][C:6]2[C:7]([C:16]3[CH:21]=[CH:20][N:19]=[C:18]([C:22]4[CH:30]=[CH:29][CH:28]=[C:24]([C:25]([N:65]5[CH2:66][CH2:67][C@@H:63]([NH:62][CH3:60])[CH2:64]5)=[O:26])[CH:23]=4)[CH:17]=3)=[C:8]([N:10]3[CH2:15][CH2:14][O:13][CH2:12][CH2:11]3)[S:9][C:5]=2[C:4](=[O:32])[CH2:3]1. The catalyst class is: 34. (2) Reactant: [CH3:1][O-:2].[Na+].Br[C:5]1[CH:6]=[CH:7][CH:8]=[C:9]2[C:14]=1[CH:13]=[N:12][C:11]([NH:15][C:16]1[N:17]=[CH:18][C:19]([C:22]#[N:23])=[N:20][CH:21]=1)=[CH:10]2. Product: [CH3:1][O:2][C:5]1[CH:6]=[CH:7][CH:8]=[C:9]2[C:14]=1[CH:13]=[N:12][C:11]([NH:15][C:16]1[N:17]=[CH:18][C:19]([C:22]#[N:23])=[N:20][CH:21]=1)=[CH:10]2. The catalyst class is: 870.